This data is from Reaction yield outcomes from USPTO patents with 853,638 reactions. The task is: Predict the reaction yield, written as a fraction of the theoretical maximum amount of product (1.0 means a 100% yield; for example, 0.34 means a 34% yield). (1) The reactants are [CH2:1]([CH:3]1[CH2:7][CH:6]([CH2:8][OH:9])[CH2:5][CH:4]1[C:10]([O:12][CH2:13][CH3:14])=[O:11])[CH3:2].[Cr](Cl)([O-])(=O)=O.[NH+]1C=CC=CC=1. The catalyst is C(Cl)Cl. The product is [CH2:1]([CH:3]1[CH2:7][CH:6]([CH:8]=[O:9])[CH2:5][CH:4]1[C:10]([O:12][CH2:13][CH3:14])=[O:11])[CH3:2]. The yield is 0.630. (2) The reactants are O1CCCCC1[N:7]1[C:15]2[C:10](=[CH:11][C:12]([C:16]3[N:20]=[CH:19][N:18](C(C4C=CC=CC=4)(C4C=CC=CC=4)C4C=CC=CC=4)[N:17]=3)=[CH:13][CH:14]=2)[C:9]([C:40]2[CH:41]=[C:42]([NH2:46])[CH:43]=[CH:44][CH:45]=2)=[N:8]1.[CH3:47][O:48][C:49]1[CH:57]=[CH:56][C:52]([C:53](Cl)=[O:54])=[CH:51][CH:50]=1.O. The catalyst is N1C=CC=CC=1. The product is [NH:18]1[CH:19]=[N:20][C:16]([C:12]2[CH:11]=[C:10]3[C:15](=[CH:14][CH:13]=2)[NH:7][N:8]=[C:9]3[C:40]2[CH:41]=[C:42]([NH:46][C:53]([C:52]3[CH:56]=[CH:57][C:49]([O:48][CH3:47])=[CH:50][CH:51]=3)=[O:54])[CH:43]=[CH:44][CH:45]=2)=[N:17]1. The yield is 0.660. (3) The reactants are [CH3:1][C:2]1[C@@H:19]([O:20]C([C@H](O)[C@@H](NC(C2C=CC=CC=2)=O)C2C=CC=CC=2)=O)[CH2:18][C@:14]2([OH:41])[C:15]([CH3:17])([CH3:16])[C:3]=1[C@@H:4]([O:58][C:59]([CH3:61])=[O:60])[C:5]([C@@:7]1([CH3:57])[C@H:12]([C@@H:13]2[O:42][C:43]([C:45]2[CH:46]=[CH:47][CH:48]=[CH:49][CH:50]=2)=[O:44])[C@:11]2([O:53][C:54]([CH3:56])=[O:55])[CH2:51][O:52][C@@H:10]2[CH2:9][CH2:8]1)=[O:6]. The catalyst is C(Cl)Cl.CO. The product is [CH3:1][C:2]1[C@@H:19]([OH:20])[CH2:18][C@:14]2([OH:41])[C:15]([CH3:16])([CH3:17])[C:3]=1[C@@H:4]([O:58][C:59]([CH3:61])=[O:60])[C:5]([C@@:7]1([CH3:57])[C@H:12]([C@@H:13]2[O:42][C:43]([C:45]2[CH:46]=[CH:47][CH:48]=[CH:49][CH:50]=2)=[O:44])[C@:11]2([O:53][C:54]([CH3:56])=[O:55])[CH2:51][O:52][C@@H:10]2[CH2:9][CH2:8]1)=[O:6]. The yield is 0.790. (4) The reactants are [I:1][C:2]1[CH:3]=[C:4]2[C:8](=[CH:9][CH:10]=1)[NH:7][C:6](=[O:11])[C:5]2=O.[C:13]([N:21]1[CH2:26][CH2:25][CH:24]([C:27]([NH:29][NH2:30])=[O:28])[CH2:23][CH2:22]1)(=[O:20])[C:14]1[CH:19]=[CH:18][CH:17]=[CH:16][CH:15]=1. The catalyst is C(O)(=O)C. The product is [C:13]([N:21]1[CH2:26][CH2:25][CH:24]([C:27]([NH:29][N:30]=[C:5]2[C:4]3[C:8](=[CH:9][CH:10]=[C:2]([I:1])[CH:3]=3)[NH:7][C:6]2=[O:11])=[O:28])[CH2:23][CH2:22]1)(=[O:20])[C:14]1[CH:15]=[CH:16][CH:17]=[CH:18][CH:19]=1. The yield is 0.880. (5) The yield is 0.890. The reactants are [N:1]([CH2:4][C:5]1[CH:6]=[C:7]([C:16]([O:18]CC)=[O:17])[CH:8]=[C:9]([CH:15]=1)[C:10]([O:12]CC)=[O:11])=[N+:2]=[N-:3].Cl. The catalyst is C1COCC1.C(O)C. The product is [N:1]([CH2:4][C:5]1[CH:15]=[C:9]([C:10]([OH:12])=[O:11])[CH:8]=[C:7]([CH:6]=1)[C:16]([OH:18])=[O:17])=[N+:2]=[N-:3].